Dataset: Reaction yield outcomes from USPTO patents with 853,638 reactions. Task: Predict the reaction yield, written as a fraction of the theoretical maximum amount of product (1.0 means a 100% yield; for example, 0.34 means a 34% yield). (1) The reactants are [C:1]1(C2C=CC=CC=2)[CH:6]=[CH:5][CH:4]=[C:3]([NH:7][C:8](=[O:22])[CH2:9][CH2:10][CH2:11][CH2:12][CH2:13][NH:14][C:15](=[O:21])[O:16][C:17]([CH3:20])([CH3:19])[CH3:18])[CH:2]=1.C1(C2C=C(C=CC=2)N)C=CC=CC=1. No catalyst specified. The product is [O:22]=[C:8]([NH:7][C:3]1[CH:2]=[CH:1][CH:6]=[CH:5][CH:4]=1)[CH2:9][CH2:10][CH2:11][CH2:12][CH2:13][NH:14][C:15](=[O:21])[O:16][C:17]([CH3:20])([CH3:19])[CH3:18]. The yield is 0.320. (2) The reactants are Cl[C:2]1([C:19]2[CH:24]=[CH:23][CH:22]=[CH:21][CH:20]=2)[C:10]2[C:5](=[CH:6][CH:7]=[C:8]([C:11]3[C:12]([CH3:17])=[N:13][O:14][C:15]=3[CH3:16])[CH:9]=2)[NH:4][C:3]1=[O:18].N1C=CC=CC=1.[CH2:31]([OH:34])[CH2:32][OH:33]. The catalyst is C1COCC1.O. The product is [CH3:17][C:12]1[C:11]([C:8]2[CH:9]=[C:10]3[C:5](=[CH:6][CH:7]=2)[NH:4][C:3](=[O:18])[C:2]3([O:33][CH2:32][CH2:31][OH:34])[C:19]2[CH:24]=[CH:23][CH:22]=[CH:21][CH:20]=2)=[C:15]([CH3:16])[O:14][N:13]=1. The yield is 0.150. (3) The catalyst is CCO. The product is [CH3:5][C:3]1[NH:21][C:3]([CH3:5])=[C:2]([C:1]([O:7][CH2:8][CH3:9])=[O:22])[CH:15]([C:14]2[CH:17]=[CH:18][CH:19]=[CH:20][C:13]=2[N+:10]([O-:12])=[O:11])[C:2]=1[C:1]([O:7][CH2:8][CH3:9])=[O:6]. The reactants are [C:1]([O:7][CH2:8][CH3:9])(=[O:6])[CH2:2][C:3]([CH3:5])=O.[N+:10]([C:13]1[CH:20]=[CH:19][CH:18]=[CH:17][C:14]=1[CH:15]=O)([O-:12])=[O:11].[NH4+:21].[OH-:22]. The yield is 0.170. (4) The reactants are [F:1][C:2]1[CH:27]=[CH:26][C:5]([CH2:6][N:7]2[C:16](=[O:17])[C:15]3[C:10](=[CH:11][CH:12]=[C:13]([C:18]#[C:19][Si](C)(C)C)[CH:14]=3)[N:9]([CH3:24])[C:8]2=[O:25])=[CH:4][CH:3]=1.[OH-].[Na+]. The catalyst is CO. The product is [F:1][C:2]1[CH:27]=[CH:26][C:5]([CH2:6][N:7]2[C:16](=[O:17])[C:15]3[C:10](=[CH:11][CH:12]=[C:13]([C:18]#[CH:19])[CH:14]=3)[N:9]([CH3:24])[C:8]2=[O:25])=[CH:4][CH:3]=1. The yield is 1.00. (5) The reactants are [CH3:1][C:2]1[C:3]2[CH:17]=[CH:16][C:15](=[O:18])[N:14]([CH3:19])[C:4]=2[N:5]=[C:6]([O:8][CH2:9][CH2:10][CH2:11][CH:12]=O)[N:7]=1.FC(F)(F)C(O)=O.[F:27][C:28]1[CH:37]=[C:36]2[C:31]([CH:32]=[CH:33][CH:34]=[C:35]2[N:38]2[CH2:43][CH2:42][NH:41][CH2:40][CH2:39]2)=[CH:30][CH:29]=1.C(N(CC)CC)C.C(O[BH-](OC(=O)C)OC(=O)C)(=O)C.[Na+]. The catalyst is C(Cl)Cl. The product is [F:27][C:28]1[CH:37]=[C:36]2[C:31]([CH:32]=[CH:33][CH:34]=[C:35]2[N:38]2[CH2:43][CH2:42][N:41]([CH2:12][CH2:11][CH2:10][CH2:9][O:8][C:6]3[N:7]=[C:2]([CH3:1])[C:3]4[CH:17]=[CH:16][C:15](=[O:18])[N:14]([CH3:19])[C:4]=4[N:5]=3)[CH2:40][CH2:39]2)=[CH:30][CH:29]=1. The yield is 0.624. (6) The reactants are [CH3:1][C:2]1[CH:7]=[CH:6][C:5]([CH3:8])=[CH:4][C:3]=1[C:9]1[C:13]([NH2:14])=[CH:12][NH:11][N:10]=1.[N:15]1[N:19]2[CH:20]=[CH:21][CH:22]=[N:23][C:18]2=[C:17]([C:24](O)=[O:25])[CH:16]=1.F[P-](F)(F)(F)(F)F.N1(O[P+](N2CCCC2)(N2CCCC2)N2CCCC2)C2N=CC=CC=2N=N1.C(N(CC)C(C)C)(C)C. The catalyst is CN(C)C1C=CN=CC=1.CN(C)C=O. The product is [CH3:1][C:2]1[CH:7]=[CH:6][C:5]([CH3:8])=[CH:4][C:3]=1[C:9]1[C:13]([NH:14][C:24]([C:17]2[CH:16]=[N:15][N:19]3[CH:20]=[CH:21][CH:22]=[N:23][C:18]=23)=[O:25])=[CH:12][NH:11][N:10]=1. The yield is 0.560. (7) The reactants are [NH:1]([C:3]1[CH:11]=[CH:10][C:6]([C:7]([OH:9])=[O:8])=[CH:5][N:4]=1)[NH2:2].[CH3:12][C:13]([O:16][C:17](O[C:17]([O:16][C:13]([CH3:15])([CH3:14])[CH3:12])=[O:18])=[O:18])([CH3:15])[CH3:14].O.Cl. The catalyst is CN(C=O)C. The product is [C:13]([O:16][C:17]([NH:2][NH:1][C:3]1[CH:11]=[CH:10][C:6]([C:7]([OH:9])=[O:8])=[CH:5][N:4]=1)=[O:18])([CH3:15])([CH3:14])[CH3:12]. The yield is 0.240. (8) The reactants are [C:1]([O:4]CC(=O)CC1C=CC(Cl)=C(Cl)C=1)(=[O:3])[CH3:2].[CH2:17]([O:24][C:25]([N:27]1[C:35]2[C:30](=[CH:31][CH:32]=[CH:33][CH:34]=2)[C:29]([CH2:36][C:37](=[O:40])[CH2:38]Cl)=[CH:28]1)=[O:26])[C:18]1[CH:23]=[CH:22][CH:21]=[CH:20][CH:19]=1.C(O)(=O)C.C(N(CC)CC)C. No catalyst specified. The product is [C:1]([O:4][CH2:38][C:37](=[O:40])[CH2:36][C:29]1[C:30]2[C:35](=[CH:34][CH:33]=[CH:32][CH:31]=2)[N:27]([C:25]([O:24][CH2:17][C:18]2[CH:23]=[CH:22][CH:21]=[CH:20][CH:19]=2)=[O:26])[CH:28]=1)(=[O:3])[CH3:2]. The yield is 0.440. (9) The reactants are [CH2:1]([O:8][C@@H:9]1[CH2:31][C@@H:30]2[C@:25]([CH3:39])([CH2:26][CH2:27][C@H:28]([O:32][CH:33]3[CH2:38][CH2:37][CH2:36][CH2:35][O:34]3)[CH2:29]2)[C@@H:24]2[C@@H:10]1[C@H:11]1[C@:21]([CH3:40])([CH2:22][CH2:23]2)[C@@H:14]([C@H:15]([CH3:20])[CH2:16][CH2:17][CH:18]=[O:19])[CH2:13][CH2:12]1)[C:2]1[CH:7]=[CH:6][CH:5]=[CH:4][CH:3]=1.[CH:41]([Mg]Cl)([CH3:43])[CH3:42].[NH4+].[Cl-]. The product is [CH2:1]([O:8][C@@H:9]1[CH2:31][CH:30]2[C@:25]([CH3:39])([CH2:26][CH2:27][C@H:28]([O:32][CH:33]3[CH2:38][CH2:37][CH2:36][CH2:35][O:34]3)[CH2:29]2)[C@@H:24]2[C@@H:10]1[C@H:11]1[C@:21]([CH3:40])([CH2:22][CH2:23]2)[C@@H:14]([C@H:15]([CH3:20])[CH2:16][CH2:17][CH:18]([OH:19])[CH:41]([CH3:43])[CH3:42])[CH2:13][CH2:12]1)[C:2]1[CH:3]=[CH:4][CH:5]=[CH:6][CH:7]=1. The yield is 0.770. The catalyst is C1COCC1. (10) The reactants are [C:1]([Si:5]([CH3:15])([CH3:14])[O:6][CH:7]1[CH2:12][CH2:11][C:10](=[O:13])[CH2:9][CH2:8]1)([CH3:4])([CH3:3])[CH3:2].C1C=CC(N([S:23]([C:26]([F:29])([F:28])[F:27])(=[O:25])=[O:24])[S:23]([C:26]([F:29])([F:28])[F:27])(=[O:25])=[O:24])=CC=1.C[Si]([N-][Si](C)(C)C)(C)C.[Li+]. The catalyst is C1COCC1. The product is [C:1]([Si:5]([CH3:15])([CH3:14])[O:6][CH:7]1[CH2:12][CH2:11][C:10]([O:13][S:23]([C:26]([F:29])([F:28])[F:27])(=[O:25])=[O:24])=[CH:9][CH2:8]1)([CH3:4])([CH3:3])[CH3:2]. The yield is 0.920.